From a dataset of Full USPTO retrosynthesis dataset with 1.9M reactions from patents (1976-2016). Predict the reactants needed to synthesize the given product. (1) Given the product [NH2:1][C:2]1[C:12]([Cl:27])=[C:11]([CH3:13])[C:10]([Br:14])=[CH:9][C:3]=1[C:4]([O:6][CH2:7][CH3:8])=[O:5], predict the reactants needed to synthesize it. The reactants are: [NH2:1][C:2]1[CH:12]=[C:11]([CH3:13])[C:10]([Br:14])=[CH:9][C:3]=1[C:4]([O:6][CH2:7][CH3:8])=[O:5].NC1C([Cl:27])=C(C=O)C(C(F)(F)F)=CC=1C(OCC)=O. (2) Given the product [CH2:1]([C:5]1[C:10]([CH2:11][NH:12][C:13](=[O:19])[O:14][C:15]([CH3:16])([CH3:17])[CH3:18])=[C:9]([C:20]2[CH:21]=[CH:22][C:23]([CH3:26])=[CH:24][CH:25]=2)[C:8]([CH2:27][O:28][C:29]2[CH:34]=[CH:33][CH:32]=[CH:31][C:30]=2[S:35]([CH3:36])=[O:39])=[C:7]([CH3:37])[N:6]=1)[CH:2]([CH3:4])[CH3:3], predict the reactants needed to synthesize it. The reactants are: [CH2:1]([C:5]1[C:10]([CH2:11][NH:12][C:13](=[O:19])[O:14][C:15]([CH3:18])([CH3:17])[CH3:16])=[C:9]([C:20]2[CH:25]=[CH:24][C:23]([CH3:26])=[CH:22][CH:21]=2)[C:8]([CH2:27][O:28][C:29]2[CH:34]=[CH:33][CH:32]=[CH:31][C:30]=2[S:35][CH3:36])=[C:7]([CH3:37])[N:6]=1)[CH:2]([CH3:4])[CH3:3].I([O-])(=O)(=O)=[O:39].[Na+]. (3) Given the product [C:32]([O:31][C:30](=[O:36])[NH:29][CH2:28][CH:25]1[CH2:24][CH2:23][N:22]([C:15]2[CH:16]=[CH:17][CH:18]=[C:19]3[C:14]=2[N:13]=[C:12]([C:9]2[N:6]4[CH:7]=[CH:8][C:3]([CH2:1][OH:2])=[CH:4][C:5]4=[N:11][N:10]=2)[CH:21]=[CH:20]3)[CH2:27][CH2:26]1)([CH3:35])([CH3:33])[CH3:34], predict the reactants needed to synthesize it. The reactants are: [CH:1]([C:3]1[CH:8]=[CH:7][N:6]2[C:9]([C:12]3[CH:21]=[CH:20][C:19]4[C:14](=[C:15]([N:22]5[CH2:27][CH2:26][CH:25]([CH2:28][NH:29][C:30](=[O:36])[O:31][C:32]([CH3:35])([CH3:34])[CH3:33])[CH2:24][CH2:23]5)[CH:16]=[CH:17][CH:18]=4)[N:13]=3)=[N:10][N:11]=[C:5]2[CH:4]=1)=[O:2].N.[BH-](OC(C)=O)(OC(C)=O)OC(C)=O.[Na+]. (4) The reactants are: Cl.Cl.[O:3]1[C:7]2[CH:8]=[CH:9][CH:10]=[C:11]([CH:12]3[CH2:17][CH2:16][N:15]([CH2:18][CH2:19][C@H:20]4[CH2:25][CH2:24][C@H:23]([NH2:26])[CH2:22][CH2:21]4)[CH2:14][CH2:13]3)[C:6]=2[CH2:5][CH2:4]1.[CH3:27][N:28]([CH3:33])[S:29](Cl)(=[O:31])=[O:30]. Given the product [O:3]1[C:7]2[CH:8]=[CH:9][CH:10]=[C:11]([CH:12]3[CH2:17][CH2:16][N:15]([CH2:18][CH2:19][C@H:20]4[CH2:21][CH2:22][C@H:23]([NH:26][S:29]([N:28]([CH3:33])[CH3:27])(=[O:31])=[O:30])[CH2:24][CH2:25]4)[CH2:14][CH2:13]3)[C:6]=2[CH2:5][CH2:4]1, predict the reactants needed to synthesize it. (5) Given the product [O:34]=[S:2]1(=[O:1])[C:8]2[CH:9]=[C:10]([O:15][CH2:16][C:17]([OH:19])=[O:18])[C:11]([O:13][CH3:14])=[CH:12][C:7]=2[N:6]([C:22]2[CH:27]=[CH:26][CH:25]=[CH:24][CH:23]=2)[CH2:5][C:4]([CH2:30][CH2:31][CH2:32][CH3:33])([CH2:28][CH3:29])[CH2:3]1, predict the reactants needed to synthesize it. The reactants are: [O:1]=[S:2]1(=[O:34])[C:8]2[CH:9]=[C:10]([O:15][CH2:16][C:17]([O:19]CC)=[O:18])[C:11]([O:13][CH3:14])=[CH:12][C:7]=2[N:6]([C:22]2[CH:27]=[CH:26][CH:25]=[CH:24][CH:23]=2)[CH2:5][C:4]([CH2:30][CH2:31][CH2:32][CH3:33])([CH2:28][CH3:29])[CH2:3]1.[OH-].[Na+].C(O)(=O)C. (6) Given the product [CH3:1][O:2][C:3](=[O:23])[CH2:4][C:5]1[CH:10]=[CH:9][C:8]([O:11][CH3:12])=[C:7]([O:13][C:14]2[CH:19]=[CH:18][C:17]([Br:20])=[CH:16][C:15]=2[CH2:21][N:34]2[C@H:33]([CH3:38])[C@H:32]([C:27]3[CH:26]=[C:25]([F:24])[CH:30]=[C:29]([F:31])[CH:28]=3)[O:36][C:35]2=[O:37])[CH:6]=1, predict the reactants needed to synthesize it. The reactants are: [CH3:1][O:2][C:3](=[O:23])[CH2:4][C:5]1[CH:10]=[CH:9][C:8]([O:11][CH3:12])=[C:7]([O:13][C:14]2[CH:19]=[CH:18][C:17]([Br:20])=[CH:16][C:15]=2[CH2:21]Br)[CH:6]=1.[F:24][C:25]1[CH:26]=[C:27]([C@@H:32]2[O:36][C:35](=[O:37])[NH:34][C@@H:33]2[CH3:38])[CH:28]=[C:29]([F:31])[CH:30]=1.